From a dataset of HIV replication inhibition screening data with 41,000+ compounds from the AIDS Antiviral Screen. Binary Classification. Given a drug SMILES string, predict its activity (active/inactive) in a high-throughput screening assay against a specified biological target. (1) The molecule is CC1=Nc2ccccc2C1=Cc1c(C)[nH]c2ccccc12. The result is 0 (inactive). (2) The molecule is CCN(CC)C(=O)NC(CC(C)C)C(=O)NC. The result is 0 (inactive). (3) The compound is CC(NC(=O)OCc1ccccc1)NC(=O)OC(C)(C)C. The result is 0 (inactive). (4) The compound is COc1ccn(C)c(=O)c1C#N. The result is 0 (inactive). (5) The molecule is NCCS(=O)(=O)O. The result is 0 (inactive). (6) The molecule is CCOC(=O)c1c(N2CCOCC2)nc(O)c(C(c2cccs2)c2c(O)nc(N3CCOCC3)c(C(=O)OCC)c2O)c1O. The result is 0 (inactive).